From a dataset of Experimentally validated miRNA-target interactions with 360,000+ pairs, plus equal number of negative samples. Binary Classification. Given a miRNA mature sequence and a target amino acid sequence, predict their likelihood of interaction. (1) The miRNA is hsa-miR-7108-3p with sequence ACCCGCCCGUCUCCCCACAG. The protein sequence of the target gene is MAALAPLPPLPAQFKSIQHHLRTAQEHDKRDPVVAYYCRLYAMQTGMKIDSKTPECRKFLSKLMDQLEALKKQLGDNEAITQEIVGCAHLENYALKMFLYADNEDRAGRFHKNMIKSFYTASLLIDVITVFGELTDENVKHRKYARWKATYIHNCLKNGETPQAGPVGIEEDNDIEENEDAGAASLPTQPTQPSSSSTYDPSNMPSGNYTGIQIPPGAHAPANTPAEVPHSTGVASNTIQPTPQTIPAIDPALFNTISQGDVRLTPEDFARAQKYCKYAGSALQYEDVSTAVQNLQKALK.... Result: 1 (interaction). (2) The miRNA is hsa-miR-7847-3p with sequence CGUGGAGGACGAGGAGGAGGC. The protein sequence of the target gene is MNPSMKQKQEEIKENIKNSSVPRRTLKMIQPSASGSLVGRENELSAGLSKRKHRNDHLTSTTSSPGVIVPESSENKNLGGVTQESFDLMIKENPSSQYWKEVAEKRRKALYEALKENEKLHKEIEQKDNEIARLKKENKELAEVAEHVQYMAELIERLNGEPLDNFESLDNQEFDSEEETVEDSLVEDSEIGTCAEGTVSSSTDAKPCI. Result: 1 (interaction). (3) The miRNA is ath-miR159a with sequence UUUGGAUUGAAGGGAGCUCUA. The protein sequence of the target gene is MATLRSLLLAALLWVPAEALSCYGDSGQPVDWFVVYKLPAHSGSRDTPKGLTYKYMDQNSDGWQDGVGYINSSEGAVGRSLQPLYRKNSSQLAFLLYNDQPPKSSSARDSTGHGHTKGVLLLDQEGGFWLVHSVPRFPPPASSGAYTWPPNAQTFGQTLLCVSLPFTQFARIGKQLTYTYPLVYDHKLEGFFAQKLPDLETVIKNQHVLHEPWNSSVILTSQAGATFQSFAKFGKFGDDLYSGWLAEALGTNLQVQFWQNSPGILPSNCSGAYQVLDVTQTGFPGPSRLTFSATEDHSKW.... Result: 0 (no interaction). (4) The miRNA is hsa-miR-373-3p with sequence GAAGUGCUUCGAUUUUGGGGUGU. The protein sequence of the target gene is MNYVGQLAGQVFVTVKELYKGLNPATLSGCIDIIVIRQPNGNLQCSPFHVRFGKMGVLRSREKVVDIEINGESVDLHMKLGDNGEAFFVQETDNDQEVIPMHLATSPILSEGASRMECQLKRGSVDRMRGLDPSTPAQVIAPSETPSSSSVVKKRRKRRRKSQLDSLKRDDNMNTSEDEDMFPIEMSSDEAMELLESSRTLPNDIPPFQDDIPEENLSLAVIYPQSASYPNSDREWSPTPSPSGSRPSTPKSDSELVSKSTERTGQKNPEMLWLWGELPQAAKSSSPHKMKESSPLSSRK.... Result: 0 (no interaction). (5) The protein sequence of the target gene is MAATAAEVAASGSGEAREEAEAPGPAWDESQLRSYSFPTRPIPRLSQSDPRAEELIENEEPVVLTDTNLVYPALKWDLEYLQENIGNGDFSVYSASTHKFLYYDEKKMGNFQNFKPRSNREEIKFHEFVEKLQAIQQRGGEERLYLQQTLNDTVGRKIVMDFLGFNWNWINKQQGKRGWGQLTSNLLLIGMEGNVTPAHYDEQQNFFAQIKGHKRCILFPPDQFECLYPYPVHHPCDRQSQVDFDNPDYERFPNFRNVVGYETVVGPGDVLYIPMYWWHHIESLLNGGITITVNFWYKGA.... Result: 1 (interaction). The miRNA is mmu-miR-466f-3p with sequence CAUACACACACACAUACACAC. (6) The miRNA is hsa-miR-6737-5p with sequence UUGGGGUGGUCGGCCCUGGAG. The protein sequence of the target gene is MASPRSSGQPGPPPPPPPPPARLLLLLLLPLLLPLAPGAWGWARGAPRPPPSSPPLSIMGLMPLTKEVAKGSIGRGVLPAVELAIEQIRNESLLRPYFLDLRLYDTECDNAKGLKAFYDAIKYGPNHLMVFGGVCPSVTSIIAESLQGWNLVQLSFAATTPVLADKKKYPYFFRTVPSDNAVNPAILKLLKHYQWKRVGTLTQDVQRFSEVRNDLTGVLYGEDIEISDTESFSNDPCTSVKKLKGNDVRIILGQFDQNMAAKVFCCAYEENMYGSKYQWIIPGWYEPSWWEQVHTEANSS.... Result: 0 (no interaction). (7) The miRNA is hsa-miR-8076 with sequence UAUAUGGACUUUUCUGAUACAAUG. The protein sequence of the target gene is MEARDKQVLRSLRLELGAEVLVEGLVLQYLYQEGILTENHIQEINAQTTGLRKTMLLLDILPSRGPKAFDTFLDSLQEFPWVREKLKKAREEAMTDLPAGDRLTGIPSHILNSSPSDRQINQLAQRLGPEWEPMVLSLGLSQTDIYRCKANHPHNVQSQVVEAFIRWRQRFGKQATFQSLHNGLRAVEVDPSLLLHMLE. Result: 1 (interaction). (8) Result: 0 (no interaction). The protein sequence of the target gene is MVLDDLPNLEDIYTSLCSSTMEDSEMDFDSGLEDDDTKSDSILEDSTIFVAFKGNIDDKDFKWKLDAILKNVPNLLHMESSKLKVQKVEPWNSVRVTFNIPREAAERLRILAQSNNQQLRDLGILSVQIEGEGAINLALAQNRSQDVRMNGPMGAGNSVRMEAGFPMASGPGIIRMNNPATVMIPPGGNVSSSMMAPGPNPELQPRTPRPASQSDAMDPLLSGLHIQQQSHPSGSLAPPHHPMQPVSVNRQMNPANFPQLQQQQQQQQQQQQQQQQQQQQQQQQQLQARPPQQHQQQQPQ.... The miRNA is hsa-miR-342-5p with sequence AGGGGUGCUAUCUGUGAUUGA. (9) The miRNA is mmu-miR-124-3p with sequence UAAGGCACGCGGUGAAUGCC. The protein sequence of the target gene is MAAIRKKLVIVGDGACGKTCLLIVFSKDQFPEVYVPTVFENYVADIEVDGKQVELALWDTAGQEDYDRLRPLSYPDTDVILMCFSIDSPDSLENIPEKWTPEVKHFCPNVPIILVGNKKDLRNDEHTRRELAKMKQEPVKPEEGRDMANRIGAFGYMECSAKTKDGVREVFEMATRAALQARRGKKKSGCLIL. Result: 1 (interaction). (10) The miRNA is hsa-miR-10a-5p with sequence UACCCUGUAGAUCCGAAUUUGUG. The protein sequence of the target gene is MELQPPEASIAVVSIPRQLPGSHSEAGVQGLSAGDDSELGSHCVAQTGLELLASGDPLPSASQNAEMIETGSDCVTQAGLQLLASSDPPALASKNAEVTGTMSQDTEVDMKEVELNELEPEKQPMNAASGAAMSLAGAEKNGLVKIKVAEDEAEAAAAAKFTGLSKEELLKVAGSPGWVRTRWALLLLFWLGWLGMLAGAVVIIVRAPRCRELPAQKWWHTGALYRIGDLQAFQGHGAGNLAGLKGRLDYLSSLKVKGLVLGPIHKNQKDDVAQTDLLQIDPNFGSKEDFDSLLQSAKKK.... Result: 1 (interaction).